The task is: Binary Classification. Given a miRNA mature sequence and a target amino acid sequence, predict their likelihood of interaction.. This data is from Experimentally validated miRNA-target interactions with 360,000+ pairs, plus equal number of negative samples. (1) The miRNA is mmu-miR-1932 with sequence GUUGCGGACAGCGCUAGGUCGG. The protein sequence of the target gene is MWRGGRLGSRGVRLLETLGFGCPSAVAQPPRLTSRSAYSGTQLTRNLQIKPWELGEHGTMCFRSYRMALSCLSRVKTYRTPWKRLYSTSQTTVDSREVKNFQALAHTWWDEYGKFAPLHSMNDLRVPFIRDNLLKTSASHHPGKPLSGMKILDVGCGGGLLTEPLGRLGASVVGIDPVAENIKIAQHHKSFDPVLDKRIQYKVCSLEEAVDESAECFDAVVASEVVEHVSHLEMFIQCCYQVLKPGGSLFITTVNKTQLSYALGIVFAEQIAGIVPKGTHTWEKFVSPEKLESILEPNGL.... Result: 0 (no interaction). (2) The miRNA is hsa-miR-4322 with sequence CUGUGGGCUCAGCGCGUGGGG. Result: 0 (no interaction). The protein sequence of the target gene is MEQGEASPPVPAEHEAKCDTSNNEEEGELFDFDSGDEVPEADRQVPSADDRTRGAEAGGADENTCPAGNGTGAEPAPEAEPAKLVVPTKVNPYSVIDITPLQEDQPSSPDANTEEEGVGLRVPSGYSVPVPCGYAVPSNLPLLLPAYSSPVIIRAESVEEEEAAETVGDGQCNSLSSEDLPHSSEQGSQEGSALARWAADPANTAWMENPEEAIYDDVPRENSDSEPDEMIYDDVENGEEGGNSSPEYGWSSSEFESYEEPSDSEGKNGIPRSFLRSSHKKQLSHDLTRFKAHCEEKMRG.... (3) The miRNA is mmu-miR-125b-2-3p with sequence ACAAGUCAGGUUCUUGGGACCU. The protein sequence of the target gene is MVSSCCGSVCSDQGCGLETCCRPSCCQTTCCRTTCCRPSCCVSSCCRPQCCQSVCCQPTCCRPSCCPSCCQTTCCRTTCCRPSCCVSSCCRPQCCQSVCCQPTCCRPSCSISSCCRPSCCVSRCCRSQCCQSVCCQPTCCRPSCCISSCCRPSCCESSCCRPCCCRPCCCLRPVCGRVSCHTTCYRPTCVISTCPRPLCCASSCC. Result: 0 (no interaction). (4) The miRNA is hsa-miR-4722-3p with sequence ACCUGCCAGCACCUCCCUGCAG. The protein sequence of the target gene is MSNPRKRSIPMRDSNTGLEQLLAEDSFDESDFSEIDDSDNFSDSALEADKIRPLSHLESDGKSSTSSDSGRSMKWSARAMIPRQRYDFTGTPGRKVDVSDITDPLQYFELFFTEELVSKITRETNAQAALLASKPPGPKGFSRMDKWKDTDNDELKVFFAVMLLQGIVQKPELEMFWSTRPLLDTPYLRQIMTGERFLLLFRCLHFVNNSSISAGQSKAQISLQKIKPVFDFLVNKFSTVYTPNRNIAVDESLMLFKGPLAMKQYLPTKRVRFGLKLYVLCESQSGYVWNALVHTGPGMN.... Result: 1 (interaction). (5) The miRNA is hsa-miR-3652 with sequence CGGCUGGAGGUGUGAGGA. The protein sequence of the target gene is MERAVQGTDGGGGSNSSSRSSSRATSAGSSPSCSLAGRGVSSRSAAAGLGGGGSRSSPGSVAASPSGGGGRRREPALEGVLSKYTNLLQGWQNRYFVLDFEAGILQYFVNEQSKHQKPRGVLSLSGAIVSLSDEAPHMLVVYSANGEMFKLRAADAKEKQFWVTQLRACAKYHMEMNSKSAPSSRSRSLTLLPHGTPNSASPCSQRHLSVGAPGVVTITHHKSPAAARRAKSQYSGQLHEVREMMNQVEGQQKNLVHAIESLPGSGPLTALDQDLLLLKATSAATLSCLGECLNLLQQSV.... Result: 1 (interaction). (6) The miRNA is dre-miR-92a-3p with sequence UAUUGCACUUGUCCCGGCCUGU. The protein sequence of the target gene is MAVARVDAALPPGEGSVVNWSGQGLQKLGPNLPCEADIHTLILDKNQIIKLENLEKCKRLIQLSVANNRLVRMMGVAKLTLLRVLNLPHNSIGCVEGLKELVHLEWLNLAGNNLKAMEQINSCTALQHLDLSDNNISQIGDLSKLVSLKTLLLHGNIITSLRMAPAYLPRSLAILSLAENEIRDLNEISFLASLTELEQLSIMNNPCVMATPSIPGFDYRPYIVSWCLNLRVLDGYVISQKESLKAEWLYSQGKGRAYRPGQHIQLVQYLATVCPLTSTLGLQTAEDAKLEKILSKQRFH.... Result: 0 (no interaction).